Dataset: Peptide-MHC class II binding affinity with 134,281 pairs from IEDB. Task: Regression. Given a peptide amino acid sequence and an MHC pseudo amino acid sequence, predict their binding affinity value. This is MHC class II binding data. (1) The peptide sequence is LSLTFIRTSLSLDYA. The MHC is DRB1_0301 with pseudo-sequence DRB1_0301. The binding affinity (normalized) is 0.594. (2) The peptide sequence is YDKFLAEVSTVLTGK. The MHC is DRB1_0101 with pseudo-sequence DRB1_0101. The binding affinity (normalized) is 0.875. (3) The peptide sequence is FLPVFLAQPPSGQRR. The MHC is HLA-DQA10501-DQB10301 with pseudo-sequence HLA-DQA10501-DQB10301. The binding affinity (normalized) is 0.419. (4) The peptide sequence is EELRSLYNTVATLY. The MHC is DRB1_0103 with pseudo-sequence DRB1_0103. The binding affinity (normalized) is 0.196. (5) The peptide sequence is ALRASADAYATAEAS. The MHC is DRB1_0101 with pseudo-sequence DRB1_0101. The binding affinity (normalized) is 0.181. (6) The peptide sequence is YTTEGGTKTEAEDVI. The MHC is HLA-DPA10103-DPB10301 with pseudo-sequence HLA-DPA10103-DPB10301. The binding affinity (normalized) is 0. (7) The peptide sequence is SQDLELSWNLNGLVAY. The MHC is HLA-DQA10301-DQB10302 with pseudo-sequence HLA-DQA10301-DQB10302. The binding affinity (normalized) is 0.512.